Dataset: Full USPTO retrosynthesis dataset with 1.9M reactions from patents (1976-2016). Task: Predict the reactants needed to synthesize the given product. (1) Given the product [Br:41][C:20]1[O:21][C:22]2[C:27]([O:28][C@@H:29]([C:31]3[C:36]([Cl:37])=[CH:35][CH:34]=[C:33]([F:38])[C:32]=3[Cl:39])[CH3:30])=[C:26]([NH2:40])[N:25]=[CH:24][C:23]=2[C:19]=1[C:17]1[CH:16]=[N:15][N:14]([CH:11]2[CH2:12][CH2:13][NH:8][CH2:9][CH2:10]2)[CH:18]=1, predict the reactants needed to synthesize it. The reactants are: C(OC([N:8]1[CH2:13][CH2:12][CH:11]([N:14]2[CH:18]=[C:17]([C:19]3[C:23]4[CH:24]=[N:25][C:26]([NH2:40])=[C:27]([O:28][C@@H:29]([C:31]5[C:36]([Cl:37])=[CH:35][CH:34]=[C:33]([F:38])[C:32]=5[Cl:39])[CH3:30])[C:22]=4[O:21][C:20]=3[Br:41])[CH:16]=[N:15]2)[CH2:10][CH2:9]1)=O)(C)(C)C.Cl. (2) Given the product [Cl:1][C:2]1[CH:7]=[C:6]([C:8]#[C:9][C:10]2[N:11]=[C:12]([CH3:15])[N:13]([C:23]3[N:28]=[C:27]([C:29]([F:32])([F:31])[F:30])[CH:26]=[CH:25][N:24]=3)[CH:14]=2)[CH:5]=[CH:4][N:3]=1, predict the reactants needed to synthesize it. The reactants are: [Cl:1][C:2]1[CH:7]=[C:6]([C:8]#[C:9][C:10]2[N:11]=[C:12]([CH3:15])[NH:13][CH:14]=2)[CH:5]=[CH:4][N:3]=1.C(=O)([O-])[O-].[K+].[K+].Cl[C:23]1[N:28]=[C:27]([C:29]([F:32])([F:31])[F:30])[CH:26]=[CH:25][N:24]=1. (3) Given the product [NH2:7][CH2:8][CH2:9][NH:10][C:11](=[O:46])[C:12]1[CH:17]=[CH:16][CH:15]=[C:14]([CH2:18][NH:19][C:20]2[N:25]=[C:24]([NH:26][CH2:27][CH:28]3[CH2:33][CH2:32][CH:31]([CH2:34][NH2:35])[CH2:30][CH2:29]3)[C:23]([N+:43]([O-:45])=[O:44])=[CH:22][N:21]=2)[CH:13]=1, predict the reactants needed to synthesize it. The reactants are: C(OC(=O)[NH:7][CH2:8][CH2:9][NH:10][C:11](=[O:46])[C:12]1[CH:17]=[CH:16][CH:15]=[C:14]([CH2:18][NH:19][C:20]2[N:25]=[C:24]([NH:26][CH2:27][CH:28]3[CH2:33][CH2:32][CH:31]([CH2:34][NH:35]C(OC(C)(C)C)=O)[CH2:30][CH2:29]3)[C:23]([N+:43]([O-:45])=[O:44])=[CH:22][N:21]=2)[CH:13]=1)(C)(C)C.FC(F)(F)C(O)=O. (4) Given the product [C:28]1([C:6]2[CH:5]=[C:4]([C:1]3([CH3:2])[O:36][CH2:34][CH2:35][O:3]3)[CH:9]=[CH:8][C:7]=2[NH:10][C:11]([C:13]2[N:14]([CH2:20][O:21][CH2:22][CH2:23][Si:24]([CH3:26])([CH3:27])[CH3:25])[CH:15]=[C:16]([C:18]#[N:19])[N:17]=2)=[O:12])[CH2:33][CH2:32][CH2:31][CH2:30][CH:29]=1, predict the reactants needed to synthesize it. The reactants are: [C:1]([C:4]1[CH:9]=[CH:8][C:7]([NH:10][C:11]([C:13]2[N:14]([CH2:20][O:21][CH2:22][CH2:23][Si:24]([CH3:27])([CH3:26])[CH3:25])[CH:15]=[C:16]([C:18]#[N:19])[N:17]=2)=[O:12])=[C:6]([C:28]2[CH2:33][CH2:32][CH2:31][CH2:30][CH:29]=2)[CH:5]=1)(=[O:3])[CH3:2].[CH:34](O)([OH:36])[CH3:35].C1(C)C=CC(S(O)(=O)=O)=CC=1. (5) Given the product [Br:1][C:2]1[CH:3]=[C:4]([O:9][CH2:22][O:19][CH3:16])[C:5](=[O:8])[N:6]([CH2:12][O:13][CH3:14])[CH:7]=1, predict the reactants needed to synthesize it. The reactants are: [Br:1][C:2]1[CH:3]=[C:4]([OH:9])[C:5]([OH:8])=[N:6][CH:7]=1.[H-].[Na+].[CH3:12][O:13][CH2:14]Cl.[C:16](=[O:19])([O-])[O-].[Na+].[Na+].[CH3:22]N(C=O)C. (6) Given the product [ClH:17].[C:3]([C:5]1[C:6]([CH:16]2[CH2:30][CH2:21][CH2:18]2)=[CH:7][C:8]([CH3:15])=[C:9]([CH:14]=1)[C:10]([O:12][CH3:13])=[O:11])(=[NH:2])[NH2:4], predict the reactants needed to synthesize it. The reactants are: O[N:2]=[C:3]([C:5]1[C:6]([CH3:16])=[CH:7][C:8]([CH3:15])=[C:9]([CH:14]=1)[C:10]([O:12][CH3:13])=[O:11])[NH2:4].[ClH:17].[C:18]([C:21]1C(C)=CC(C)=C([CH:30]=1)C(OC)=O)(=N)N.C(C1C=CC(C)C(C2CCC2)(C=1)C(OC)=O)#N.C(C1C(C)=CC(C)=C(C=1)C(OC)=O)#N.